From a dataset of Catalyst prediction with 721,799 reactions and 888 catalyst types from USPTO. Predict which catalyst facilitates the given reaction. (1) Reactant: [C:1](NCC(O)=O)([O:3][CH2:4][CH:5]1[C:17]2[C:12](=[CH:13][CH:14]=[CH:15][CH:16]=2)[C:11]2[C:6]1=[CH:7][CH:8]=[CH:9][CH:10]=2)=[O:2].N1(O)C2C=CC=CC=2N=N1.[OH:33][C:34]([C:36](F)(F)F)=O.[CH3:40][O:41][C:42]([C@@H:44]1[CH2:48][C:47]([F:50])([F:49])[CH2:46][NH:45]1)=[O:43].F[P-](F)(F)(F)(F)F.N1(O[P+](N(C)C)(N(C)C)N(C)C)C2C=CC=CC=2N=N1. Product: [CH:16]1[C:17]2[CH:5]([CH2:4][O:3][C:1]([CH2:36][C:34]([N:45]3[CH2:46][C:47]([F:50])([F:49])[CH2:48][C@@H:44]3[C:42]([O:41][CH3:40])=[O:43])=[O:33])=[O:2])[C:6]3[C:11](=[CH:10][CH:9]=[CH:8][CH:7]=3)[C:12]=2[CH:13]=[CH:14][CH:15]=1. The catalyst class is: 59. (2) Reactant: Cl[C:2]1[N:7]=[CH:6][C:5]([O:8][C:9]2[CH:10]=[C:11]([N:15]3[CH2:20][CH2:19][O:18][CH2:17][CH2:16]3)[CH:12]=[CH:13][CH:14]=2)=[CH:4][CH:3]=1.[CH2:21]([O:28][C:29]1[CH:30]=[C:31]([CH:33]=[CH:34][CH:35]=1)[NH2:32])[C:22]1[CH:27]=[CH:26][CH:25]=[CH:24][CH:23]=1.C1(P(C2C=CC=CC=2)C2C3OC4C(=CC=CC=4P(C4C=CC=CC=4)C4C=CC=CC=4)C(C)(C)C=3C=CC=2)C=CC=CC=1.C(=O)([O-])[O-].[Cs+].[Cs+]. Product: [CH2:21]([O:28][C:29]1[CH:30]=[C:31]([NH:32][C:2]2[CH:3]=[CH:4][C:5]([O:8][C:9]3[CH:14]=[CH:13][CH:12]=[C:11]([N:15]4[CH2:20][CH2:19][O:18][CH2:17][CH2:16]4)[CH:10]=3)=[CH:6][N:7]=2)[CH:33]=[CH:34][CH:35]=1)[C:22]1[CH:23]=[CH:24][CH:25]=[CH:26][CH:27]=1. The catalyst class is: 155. (3) Reactant: [CH2:1]([O:8][CH2:9][C@H:10]1[N:14]([S:15]([C:18]2[CH:27]=[CH:26][C:25]3[C:20](=[CH:21][CH:22]=[CH:23][CH:24]=3)[CH:19]=2)(=[O:17])=[O:16])[CH2:13][C@@H:12](OS(C)(=O)=O)[CH2:11]1)[C:2]1[CH:7]=[CH:6][CH:5]=[CH:4][CH:3]=1.[C:33]([O-:36])(=[S:35])[CH3:34].[K+]. Product: [CH2:1]([O:8][CH2:9][C@@H:10]1[N:14]([S:15]([C:18]2[CH:27]=[CH:26][C:25]3[C:20](=[CH:21][CH:22]=[CH:23][CH:24]=3)[CH:19]=2)(=[O:17])=[O:16])[CH2:13][C@@H:12]([S:35][C:33](=[O:36])[CH3:34])[CH2:11]1)[C:2]1[CH:3]=[CH:4][CH:5]=[CH:6][CH:7]=1. The catalyst class is: 3.